The task is: Predict which catalyst facilitates the given reaction.. This data is from Catalyst prediction with 721,799 reactions and 888 catalyst types from USPTO. (1) Reactant: [F:1][C:2]([F:27])([F:26])[C:3]1[CH:8]=[CH:7][C:6]([N:9]2[CH2:14][CH2:13][CH:12]([O:15][C:16]3[N:17]=[CH:18][C:19]([C:22]([O:24]C)=[O:23])=[N:20][CH:21]=3)[CH2:11][CH2:10]2)=[CH:5][CH:4]=1.[OH-].[Na+].[ClH:30]. Product: [ClH:30].[F:27][C:2]([F:1])([F:26])[C:3]1[CH:4]=[CH:5][C:6]([N:9]2[CH2:14][CH2:13][CH:12]([O:15][C:16]3[N:17]=[CH:18][C:19]([C:22]([OH:24])=[O:23])=[N:20][CH:21]=3)[CH2:11][CH2:10]2)=[CH:7][CH:8]=1. The catalyst class is: 21. (2) Product: [CH2:19]([O:13][C:10]1[CH:11]=[CH:12][C:7]([F:6])=[C:8]([N+:14]([O-:16])=[O:15])[CH:9]=1)[CH3:20]. Reactant: CN(C=O)C.[F:6][C:7]1[CH:12]=[CH:11][C:10]([OH:13])=[CH:9][C:8]=1[N+:14]([O-:16])=[O:15].[H-].[Na+].[CH2:19](I)[CH3:20]. The catalyst class is: 13. (3) Reactant: F[C:2]1[N:7]2[CH:8]=[C:9]([CH2:11][N:12]3[C@H:25]4[C@H:16]([CH2:17][CH2:18][C:19]5[C:24]4=[N:23][CH:22]=[CH:21][CH:20]=5)[CH2:15][CH2:14][CH2:13]3)[N:10]=[C:6]2[CH:5]=[CH:4][CH:3]=1.[CH3:26][N:27]([CH3:33])[C@H:28]1[CH2:32][CH2:31][NH:30][CH2:29]1.O. Product: [N:12]1([CH2:11][C:9]2[N:10]=[C:6]3[CH:5]=[CH:4][CH:3]=[C:2]([N:30]4[CH2:31][CH2:32][C@H:28]([N:27]([CH3:33])[CH3:26])[CH2:29]4)[N:7]3[CH:8]=2)[C@H:25]2[C@H:16]([CH2:17][CH2:18][C:19]3[C:24]2=[N:23][CH:22]=[CH:21][CH:20]=3)[CH2:15][CH2:14][CH2:13]1. The catalyst class is: 60. (4) Reactant: [H-].[Na+].O[CH:4]1[C:12]2[C:7](=[CH:8][CH:9]=[CH:10][CH:11]=2)[C:6](=[O:13])[N:5]1[CH2:14][CH:15]([CH3:17])[CH3:16].[OH2:18].[CH2:19]([O:21][CH2:22][CH3:23])[CH3:20]. Product: [CH2:14]([N:5]1[C:6](=[O:13])[C:7]2[C:12](=[CH:11][CH:10]=[CH:9][CH:8]=2)[CH:4]1[CH2:20][C:19]([O:21][CH2:22][CH3:23])=[O:18])[CH:15]([CH3:17])[CH3:16]. The catalyst class is: 57. (5) Reactant: [CH2:1]=[CH:2]C1C=CC=CC=1.C([O:13][CH2:14][CH:15](CC)[CH2:16][CH2:17][CH2:18][CH3:19])(=O)C=C.[C:22]([OH:26])(=O)[CH:23]=[CH2:24].[C:33](OO[C:33]([CH3:36])([CH3:35])[CH3:34])([CH3:36])([CH3:35])[CH3:34]. Product: [OH:13][C:14]1[CH:15]=[CH:16][C:17]([C:33]([C:34]2[CH:24]=[CH:23][C:22]([OH:26])=[CH:2][CH:1]=2)([CH3:35])[CH3:36])=[CH:18][CH:19]=1. The catalyst class is: 5.